This data is from Forward reaction prediction with 1.9M reactions from USPTO patents (1976-2016). The task is: Predict the product of the given reaction. (1) Given the reactants [CH:1]([N:14]1[C:22]2[C:17](=[CH:18][C:19]([Cl:23])=[CH:20][CH:21]=2)[C:16]([CH2:24][CH2:25][S:26]([C:29]2[CH:34]=[CH:33][C:32]([CH2:35][CH2:36][C:37]([O:39][CH2:40][CH3:41])=[O:38])=[CH:31][CH:30]=2)(=[O:28])=[O:27])=[C:15]1[CH2:42][CH2:43]OS(C)(=O)=O)([C:8]1[CH:13]=[CH:12][CH:11]=[CH:10][CH:9]=1)[C:2]1[CH:7]=[CH:6][CH:5]=[CH:4][CH:3]=1.[N-:49]=[N+:50]=[N-:51].[Na+].CN(C=O)C, predict the reaction product. The product is: [N:49]([CH2:43][CH2:42][C:15]1[N:14]([CH:1]([C:2]2[CH:3]=[CH:4][CH:5]=[CH:6][CH:7]=2)[C:8]2[CH:9]=[CH:10][CH:11]=[CH:12][CH:13]=2)[C:22]2[C:17]([C:16]=1[CH2:24][CH2:25][S:26]([C:29]1[CH:34]=[CH:33][C:32]([CH2:35][CH2:36][C:37]([O:39][CH2:40][CH3:41])=[O:38])=[CH:31][CH:30]=1)(=[O:28])=[O:27])=[CH:18][C:19]([Cl:23])=[CH:20][CH:21]=2)=[N+:50]=[N-:51]. (2) The product is: [CH2:1]([O:8][C:9]1[CH:14]=[CH:13][C:12]([C:15]2[NH:36][C:18]3=[N:19][C:20]([CH:23]4[CH2:28][CH2:27][NH:26][CH2:25][CH2:24]4)=[CH:21][CH:22]=[C:17]3[N:16]=2)=[CH:11][CH:10]=1)[C:2]1[CH:3]=[CH:4][CH:5]=[CH:6][CH:7]=1. Given the reactants [CH2:1]([O:8][C:9]1[CH:14]=[CH:13][C:12]([C:15]2[NH:36][C:18]3=[N:19][C:20]([CH:23]4[CH2:28][CH2:27][N:26](C(OC(C)(C)C)=O)[CH2:25][CH2:24]4)=[CH:21][CH:22]=[C:17]3[N:16]=2)=[CH:11][CH:10]=1)[C:2]1[CH:7]=[CH:6][CH:5]=[CH:4][CH:3]=1.C(Cl)Cl.C(O)(C(F)(F)F)=O.[OH-].[Na+], predict the reaction product. (3) Given the reactants [Cl:1][C:2]1[C:3](=[O:30])[C@H:4]2[CH2:29][C@@:7]3([C:18]=1[C:17]1[CH:16]=[CH:15][C:14]4[N:13]([S:19]([C:22]5[CH:27]=[CH:26][C:25]([CH3:28])=[CH:24][CH:23]=5)(=[O:21])=[O:20])[N:12]=[CH:11][C:10]=4[C:9]=1[CH2:8]3)[CH2:6][CH2:5]2.[Cl:31][C:32]1[C:33](=[O:60])[C@H:34]2[CH2:59][C@@:37]3([C:48]=1[C:47]1[CH:46]=[CH:45][C:44]4[C:40](=[CH:41][N:42]([S:49]([C:52]5[CH:57]=[CH:56][C:55]([CH3:58])=[CH:54][CH:53]=5)(=[O:51])=[O:50])[N:43]=4)[C:39]=1[CH2:38]3)[CH2:36][CH2:35]2.[BH4-].[Na+], predict the reaction product. The product is: [Cl:1][C:2]1[C@H:3]([OH:30])[C@H:4]2[CH2:29][C@@:7]3([C:18]=1[C:17]1[CH:16]=[CH:15][C:14]4[N:13]([S:19]([C:22]5[CH:23]=[CH:24][C:25]([CH3:28])=[CH:26][CH:27]=5)(=[O:20])=[O:21])[N:12]=[CH:11][C:10]=4[C:9]=1[CH2:8]3)[CH2:6][CH2:5]2.[Cl:31][C:32]1[C@H:33]([OH:60])[C@H:34]2[CH2:59][C@@:37]3([C:48]=1[C:47]1[CH:46]=[CH:45][C:44]4[C:40](=[CH:41][N:42]([S:49]([C:52]5[CH:53]=[CH:54][C:55]([CH3:58])=[CH:56][CH:57]=5)(=[O:50])=[O:51])[N:43]=4)[C:39]=1[CH2:38]3)[CH2:36][CH2:35]2. (4) The product is: [NH2:21][C:22]1[S:23][C@:24]2([C:39]#[N:40])[C@H:26]([C@:27]([C:30]3[C:31]([O:37][CH3:38])=[N:32][CH:33]=[C:34]([NH2:1])[CH:35]=3)([CH3:29])[N:28]=1)[CH2:25]2. Given the reactants [NH2:1]C1C=CC(F)=C([C@]2(C)[C@H]3[C@](C(F)F)(C3)SC(N)=N2)C=1.[NH2:21][C:22]1[S:23][C@:24]2([C:39]#[N:40])[C@H:26]([C@:27]([C:30]3[C:31]([O:37][CH3:38])=[N:32][CH:33]=[C:34](Br)[CH:35]=3)([CH3:29])[N:28]=1)[CH2:25]2.[N-]=[N+]=[N-].[Na+].O=C1O[C@H]([C@H](CO)O)C([O-])=C1O.[Na+].CP(C)C.C1COCC1, predict the reaction product. (5) Given the reactants [F:1][C:2]([F:18])([F:17])[C:3]1[N:8]=[C:7]([N:9]2[CH:13]=[C:12]([C:14]([OH:16])=O)[CH:11]=[N:10]2)[CH:6]=[N:5][CH:4]=1.Cl.[Cl:20][C:21]1[CH:22]=[C:23]([NH:33]C(=O)C2C=CN=C(OCC)C=2)[CH:24]=[CH:25][C:26]=1[C@H:27]1[O:32][CH2:31][CH2:30][NH:29][CH2:28]1, predict the reaction product. The product is: [ClH:20].[Cl:20][C:21]1[CH:22]=[C:23]([NH:33][C:14]([C:12]2[CH:11]=[N:10][N:9]([C:7]3[CH:6]=[N:5][CH:4]=[C:3]([C:2]([F:1])([F:18])[F:17])[N:8]=3)[CH:13]=2)=[O:16])[CH:24]=[CH:25][C:26]=1[C@@H:27]1[O:32][CH2:31][CH2:30][NH:29][CH2:28]1. (6) Given the reactants [Cl:1][C:2]1[CH:7]=[CH:6][C:5]([C@H:8]2[N:15]3[C:11]([S:12][C:13]([C:19]([OH:21])=O)=[C:14]3[CH:16]([CH3:18])[CH3:17])=[N:10][C@:9]2([C:23]2[CH:28]=[CH:27][C:26]([Cl:29])=[CH:25][CH:24]=2)[CH3:22])=[CH:4][CH:3]=1.[CH3:30][N:31]1[CH2:36][CH2:35][NH:34][CH2:33][CH2:32]1, predict the reaction product. The product is: [Cl:1][C:2]1[CH:7]=[CH:6][C:5]([C@H:8]2[N:15]3[C:11]([S:12][C:13]([C:19]([N:34]4[CH2:35][CH2:36][N:31]([CH3:30])[CH2:32][CH2:33]4)=[O:21])=[C:14]3[CH:16]([CH3:18])[CH3:17])=[N:10][C@:9]2([C:23]2[CH:28]=[CH:27][C:26]([Cl:29])=[CH:25][CH:24]=2)[CH3:22])=[CH:4][CH:3]=1. (7) Given the reactants [CH2:1]([O:3][C:4](=[O:23])[CH2:5][C:6]1[CH:11]=[C:10]([Cl:12])[CH:9]=[C:8]([O:13][C:14]2[CH:19]=[CH:18][C:17]([Br:20])=[CH:16][C:15]=2[CH2:21]Br)[CH:7]=1)[CH3:2].[CH3:24][C@@H:25]1[C@H:29]([C:30]2[CH:35]=[CH:34][CH:33]=[CH:32][CH:31]=2)[O:28][C:27](=[O:36])[NH:26]1, predict the reaction product. The product is: [CH2:1]([O:3][C:4](=[O:23])[CH2:5][C:6]1[CH:11]=[C:10]([Cl:12])[CH:9]=[C:8]([O:13][C:14]2[CH:19]=[CH:18][C:17]([Br:20])=[CH:16][C:15]=2[CH2:21][N:26]2[C@H:25]([CH3:24])[C@H:29]([C:30]3[CH:35]=[CH:34][CH:33]=[CH:32][CH:31]=3)[O:28][C:27]2=[O:36])[CH:7]=1)[CH3:2]. (8) Given the reactants Cl[C:2]1[N:7]=[N:6][C:5]([NH2:8])=[CH:4][CH:3]=1.[F:9][C:10]1[CH:15]=[CH:14][C:13](B(O)O)=[CH:12][CH:11]=1.C([O-])([O-])=O.[Na+].[Na+], predict the reaction product. The product is: [F:9][C:10]1[CH:15]=[CH:14][CH:13]=[CH:12][C:11]=1[C:2]1[N:7]=[N:6][C:5]([NH2:8])=[CH:4][CH:3]=1.